From a dataset of Catalyst prediction with 721,799 reactions and 888 catalyst types from USPTO. Predict which catalyst facilitates the given reaction. (1) Reactant: [F:1][C:2]1[CH:3]=[C:4]([CH:6]=[CH:7][C:8]=1[O:9][C:10]1C=CN=[C:12]2[CH:16]=[C:17]([C:19]3[CH:24]=[CH:23][C:22]([CH2:25][N:26]4[CH2:31][CH2:30][O:29][CH2:28][CH2:27]4)=[CH:21][N:20]=3)[S:18][C:11]=12)[NH2:5].CC[N:34]([CH:38]([CH3:40])[CH3:39])[CH:35](C)C.ClC(Cl)([O:44]C(=O)OC(Cl)(Cl)Cl)Cl.[CH:53]1([NH2:56])C[CH2:54]1. Product: [CH:38]1([NH:34][C:35]([NH:5][C:4]2[CH:6]=[CH:7][C:8]([O:9][C:10]3[C:11]4[S:18][C:17]([C:19]5[CH:24]=[CH:23][C:22]([CH2:25][N:26]6[CH2:27][CH2:28][O:29][CH2:30][CH2:31]6)=[CH:21][N:20]=5)=[CH:16][C:12]=4[CH:54]=[CH:53][N:56]=3)=[C:2]([F:1])[CH:3]=2)=[O:44])[CH2:39][CH2:40]1. The catalyst class is: 1. (2) Reactant: [CH3:1][CH:2]([CH3:22])[CH2:3][NH:4][C@@H:5]1[CH2:10][N:9]([C:11]([O:13][C:14]([CH3:17])([CH3:16])[CH3:15])=[O:12])[CH2:8][C@H:7]([C:18]([O:20]C)=O)[CH2:6]1.[CH2-:23][CH2:24][CH2:25][CH2:26][CH2-:27].[Mg+2].[Mg+2].[Br-].[Br-].[Cl-].[NH4+]. Product: [OH:20][C:18]1([C@@H:7]2[CH2:6][C@H:5]([NH:4][CH2:3][CH:2]([CH3:1])[CH3:22])[CH2:10][N:9]([C:11]([O:13][C:14]([CH3:15])([CH3:16])[CH3:17])=[O:12])[CH2:8]2)[CH2:27][CH2:26][CH2:25][CH2:24][CH2:23]1. The catalyst class is: 1.